Dataset: NCI-60 drug combinations with 297,098 pairs across 59 cell lines. Task: Regression. Given two drug SMILES strings and cell line genomic features, predict the synergy score measuring deviation from expected non-interaction effect. Drug 1: CC1=C2C(C(=O)C3(C(CC4C(C3C(C(C2(C)C)(CC1OC(=O)C(C(C5=CC=CC=C5)NC(=O)C6=CC=CC=C6)O)O)OC(=O)C7=CC=CC=C7)(CO4)OC(=O)C)O)C)OC(=O)C. Drug 2: B(C(CC(C)C)NC(=O)C(CC1=CC=CC=C1)NC(=O)C2=NC=CN=C2)(O)O. Cell line: NCI/ADR-RES. Synergy scores: CSS=62.4, Synergy_ZIP=-1.55, Synergy_Bliss=-0.745, Synergy_Loewe=-0.172, Synergy_HSA=0.179.